From a dataset of NCI-60 drug combinations with 297,098 pairs across 59 cell lines. Regression. Given two drug SMILES strings and cell line genomic features, predict the synergy score measuring deviation from expected non-interaction effect. Drug 1: C(CC(=O)O)C(=O)CN.Cl. Drug 2: C1=NNC2=C1C(=O)NC=N2. Cell line: COLO 205. Synergy scores: CSS=15.1, Synergy_ZIP=-0.349, Synergy_Bliss=6.03, Synergy_Loewe=3.81, Synergy_HSA=4.23.